The task is: Predict which catalyst facilitates the given reaction.. This data is from Catalyst prediction with 721,799 reactions and 888 catalyst types from USPTO. (1) Reactant: [C:1]([C:3]1[C:12]2[C:7](=[CH:8][CH:9]=[C:10]([O:13][C:14]3[CH:19]=[CH:18][CH:17]=[CH:16][CH:15]=3)[CH:11]=2)[C:6]([OH:20])=[C:5]([C:21](O)=[O:22])[N:4]=1)#[N:2].C1C=CC2N(O)N=NC=2C=1.C(Cl)CCl.[C:38]([O:42][C:43](=[O:49])[C@@H:44]([CH3:48])[C@H:45]([NH2:47])[CH3:46])([CH3:41])([CH3:40])[CH3:39].CCN(C(C)C)C(C)C.Cl. Product: [C:38]([O:42][C:43](=[O:49])[C@@H:44]([CH3:48])[C@H:45]([NH:47][C:21]([C:5]1[N:4]=[C:3]([C:1]#[N:2])[C:12]2[C:7]([C:6]=1[OH:20])=[CH:8][CH:9]=[C:10]([O:13][C:14]1[CH:19]=[CH:18][CH:17]=[CH:16][CH:15]=1)[CH:11]=2)=[O:22])[CH3:46])([CH3:39])([CH3:41])[CH3:40]. The catalyst class is: 2. (2) Reactant: [H][H].[NH2:3][CH2:4][CH2:5][CH2:6][CH2:7][CH2:8][CH2:9][CH2:10][CH2:11][CH2:12][CH2:13][CH2:14][C:15]([NH:17][O:18]CC1C=CC=CC=1)=[O:16]. Product: [NH2:3][CH2:4][CH2:5][CH2:6][CH2:7][CH2:8][CH2:9][CH2:10][CH2:11][CH2:12][CH2:13][CH2:14][C:15]([NH:17][OH:18])=[O:16]. The catalyst class is: 63. (3) Product: [ClH:31].[NH2:27][C@@H:22]1[C:23]2[C:19](=[C:18]([C:15]3[N:14]=[C:13]([C:5]4[CH:6]=[CH:7][C:8]([O:9][CH:10]([CH3:12])[CH3:11])=[C:3]([CH:4]=4)[C:1]#[N:2])[S:17][N:16]=3)[CH:26]=[CH:25][CH:24]=2)[CH2:20][CH2:21]1. The catalyst class is: 472. Reactant: [C:1]([C:3]1[CH:4]=[C:5]([C:13]2[S:17][N:16]=[C:15]([C:18]3[CH:26]=[CH:25][CH:24]=[C:23]4[C:19]=3[CH2:20][CH2:21][CH:22]4[NH:27]C(=O)[O-])[N:14]=2)[CH:6]=[CH:7][C:8]=1[O:9][CH:10]([CH3:12])[CH3:11])#[N:2].[ClH:31].